This data is from Acute oral toxicity (LD50) regression data from Zhu et al.. The task is: Regression/Classification. Given a drug SMILES string, predict its toxicity properties. Task type varies by dataset: regression for continuous values (e.g., LD50, hERG inhibition percentage) or binary classification for toxic/non-toxic outcomes (e.g., AMES mutagenicity, cardiotoxicity, hepatotoxicity). Dataset: ld50_zhu. (1) The molecule is O=c1[nH]c(=O)n(Cl)c(=O)n1Cl. The rat oral LD50 is 2.23, given as -log10 of the dose in mol/kg body weight (higher means more acutely toxic). (2) The molecule is O=C(CCCl)NCc1ccccc1. The rat oral LD50 is 1.79, given as -log10 of the dose in mol/kg body weight (higher means more acutely toxic). (3) The rat oral LD50 is 2.59, given as -log10 of the dose in mol/kg body weight (higher means more acutely toxic). The drug is C=CCC(CC)(CC)C(N)=O. (4) The molecule is Cc1c(N)cccc1Cl. The rat oral LD50 is 2.39, given as -log10 of the dose in mol/kg body weight (higher means more acutely toxic). (5) The compound is CCCCCCCCC=CCCCCCCCC(=O)O. The rat oral LD50 is 0.582, given as -log10 of the dose in mol/kg body weight (higher means more acutely toxic). (6) The compound is C=CC1CC2C=CC1C2. The rat oral LD50 is 1.44, given as -log10 of the dose in mol/kg body weight (higher means more acutely toxic). (7) The drug is CCOP(=O)(OCC)SCc1nnc(SC)s1. The rat oral LD50 is 3.06, given as -log10 of the dose in mol/kg body weight (higher means more acutely toxic). (8) The drug is CCOCCOCCCO. The rat oral LD50 is 1.32, given as -log10 of the dose in mol/kg body weight (higher means more acutely toxic). (9) The drug is C1C[SiH2]C1. The rat oral LD50 is 1.67, given as -log10 of the dose in mol/kg body weight (higher means more acutely toxic). (10) The rat oral LD50 is 3.87, given as -log10 of the dose in mol/kg body weight (higher means more acutely toxic). The drug is CCOP(=O)(OCC)SCC.